From a dataset of CYP1A2 inhibition data for predicting drug metabolism from PubChem BioAssay. Regression/Classification. Given a drug SMILES string, predict its absorption, distribution, metabolism, or excretion properties. Task type varies by dataset: regression for continuous measurements (e.g., permeability, clearance, half-life) or binary classification for categorical outcomes (e.g., BBB penetration, CYP inhibition). Dataset: cyp1a2_veith. (1) The drug is CN(C)C(=O)c1ccc(-c2nccc(-n3ccnc3)n2)cc1. The result is 1 (inhibitor). (2) The drug is Cc1ccc(COn2c(-c3ccc(Cl)cc3)nc3ccc([N+](=O)[O-])cc32)cc1. The result is 1 (inhibitor). (3) The drug is Cc1cccc(NC(=O)CCCN2C(=O)c3cccc4cccc(c34)C2=O)c1. The result is 1 (inhibitor).